Dataset: Forward reaction prediction with 1.9M reactions from USPTO patents (1976-2016). Task: Predict the product of the given reaction. (1) Given the reactants [NH2:1][CH:2]([C:7](=[O:36])[NH:8][CH2:9][C:10]([CH3:35])([CH3:34])[CH2:11][CH2:12][CH2:13][CH2:14][O:15][C:16]1[CH:21]=[C:20]([C:22]2[CH:27]=[CH:26][CH:25]=[CH:24][CH:23]=2)[CH:19]=[C:18]([C:28]2[CH:33]=[CH:32][CH:31]=[CH:30][CH:29]=2)[N:17]=1)[CH2:3][C:4]([OH:6])=[O:5].CN(C)C=O.C(N(CC)CC)C.[C:49](ON1C(=O)CCC1=O)(=[O:56])[C:50]1[CH:55]=[CH:54][CH:53]=[N:52][CH:51]=1, predict the reaction product. The product is: [C:22]1([C:20]2[CH:19]=[C:18]([C:28]3[CH:29]=[CH:30][CH:31]=[CH:32][CH:33]=3)[N:17]=[C:16]([O:15][CH2:14][CH2:13][CH2:12][CH2:11][C:10]([CH3:34])([CH3:35])[CH2:9][NH:8][C:7]([CH:2]([NH:1][C:49]([C:50]3[CH:51]=[N:52][CH:53]=[CH:54][CH:55]=3)=[O:56])[CH2:3][C:4]([OH:6])=[O:5])=[O:36])[CH:21]=2)[CH:27]=[CH:26][CH:25]=[CH:24][CH:23]=1. (2) Given the reactants [NH2:1][C:2]1[C:11]2[N:10]=[CH:9][C:8]([CH2:12][CH2:13][C:14]3[CH:19]=[CH:18][C:17]([OH:20])=[CH:16][CH:15]=3)=[CH:7][C:6]=2[C:5]2[CH:21]=[CH:22][C:23]([CH3:25])=[CH:24][C:4]=2[N:3]=1.[C:26](Cl)(=[O:30])[O:27][CH2:28][CH3:29], predict the reaction product. The product is: [C:26](=[O:30])([O:27][CH2:28][CH3:29])[O:20][C:17]1[CH:16]=[CH:15][C:14]([CH2:13][CH2:12][C:8]2[CH:9]=[N:10][C:11]3[C:2]([NH2:1])=[N:3][C:4]4[CH:24]=[C:23]([CH3:25])[CH:22]=[CH:21][C:5]=4[C:6]=3[CH:7]=2)=[CH:19][CH:18]=1. (3) Given the reactants [NH2:1][C:2]1[CH:7]=[CH:6][C:5]([C@@H:8]([CH3:13])[C:9]([O:11][CH3:12])=[O:10])=[CH:4][CH:3]=1.C1(C)C=CC=CC=1.[O-:21][C:22]#[N:23].[Na+], predict the reaction product. The product is: [C:22]([NH:1][C:2]1[CH:3]=[CH:4][C:5]([C@@H:8]([CH3:13])[C:9]([O:11][CH3:12])=[O:10])=[CH:6][CH:7]=1)(=[O:21])[NH2:23]. (4) Given the reactants [OH:1][C@@H:2]1[CH2:7][CH2:6][C@H:5]([C:8]([O:10][CH2:11][CH3:12])=[O:9])[CH2:4][CH2:3]1.[C:13]1([CH3:23])[CH:18]=[CH:17][C:16]([S:19](Cl)(=[O:21])=[O:20])=[CH:15][CH:14]=1.C(Cl)Cl.C(N(CC)CC)C, predict the reaction product. The product is: [CH2:11]([O:10][C:8]([C@H:5]1[CH2:4][CH2:3][C@@H:2]([O:1][S:19]([C:16]2[CH:17]=[CH:18][C:13]([CH3:23])=[CH:14][CH:15]=2)(=[O:21])=[O:20])[CH2:7][CH2:6]1)=[O:9])[CH3:12]. (5) Given the reactants Cl[C:2]1[N:7]=[C:6]([NH:8][CH2:9][CH2:10][NH:11][C:12]2[CH:19]=[CH:18][C:15]([C:16]#[N:17])=[CH:14][N:13]=2)[C:5]([CH3:20])=[CH:4][N:3]=1.[Cl:21][C:22]1[CH:27]=[CH:26][C:25](B(O)O)=[CH:24][CH:23]=1.C(=O)([O-])[O-].[Na+].[Na+].C(P(C(C)(C)C)C(C)(C)C)(C)(C)C, predict the reaction product. The product is: [Cl:21][C:22]1[CH:27]=[CH:26][C:25]([C:2]2[N:7]=[C:6]([NH:8][CH2:9][CH2:10][NH:11][C:12]3[CH:19]=[CH:18][C:15]([C:16]#[N:17])=[CH:14][N:13]=3)[C:5]([CH3:20])=[CH:4][N:3]=2)=[CH:24][CH:23]=1.